This data is from Reaction yield outcomes from USPTO patents with 853,638 reactions. The task is: Predict the reaction yield, written as a fraction of the theoretical maximum amount of product (1.0 means a 100% yield; for example, 0.34 means a 34% yield). The yield is 0.480. The product is [CH3:9][CH2:10][O:11][CH2:6][CH3:7].[CH3:10][OH:11].[OH-:11].[NH4+:3]. The catalyst is CN(C=O)C. The reactants are C([N:3]([CH2:6][CH3:7])CC)C.Br[CH2:9][C:10](N)=[O:11].